From a dataset of Full USPTO retrosynthesis dataset with 1.9M reactions from patents (1976-2016). Predict the reactants needed to synthesize the given product. (1) Given the product [Cl:1][C:2]1[CH:3]=[C:4]([C:12]2[CH:17]=[CH:16][CH:15]=[CH:14][N:13]=2)[CH:5]=[CH:6][CH:7]=1, predict the reactants needed to synthesize it. The reactants are: [Cl:1][C:2]1[CH:3]=[C:4](B(O)O)[CH:5]=[CH:6][CH:7]=1.Br[C:12]1[CH:17]=[CH:16][CH:15]=[CH:14][N:13]=1.C(=O)([O-])[O-].[K+].[K+]. (2) Given the product [NH2:20][C@@H:8]([CH2:1][C:2]1[CH:7]=[CH:6][CH:5]=[CH:4][CH:3]=1)[C@H:9]([OH:19])[CH2:10][NH:11][O:12][CH:13]1[CH2:14][CH2:15][CH2:16][CH2:17][CH2:18]1, predict the reactants needed to synthesize it. The reactants are: [CH2:1]([C@H:8]([NH:20]C(=O)OC(C)(C)C)[C@H:9]([OH:19])[CH2:10][NH:11][O:12][CH:13]1[CH2:18][CH2:17][CH2:16][CH2:15][CH2:14]1)[C:2]1[CH:7]=[CH:6][CH:5]=[CH:4][CH:3]=1. (3) Given the product [Br:14][C:15]1[CH:16]=[C:17]2[C:21](=[C:22]([N+:24]([O-:26])=[O:25])[CH:23]=1)[NH:20][CH:19]=[C:18]2[Cl:6], predict the reactants needed to synthesize it. The reactants are: CN(C)C=O.[Cl:6]N1C(=O)CCC1=O.[Br:14][C:15]1[CH:16]=[C:17]2[C:21](=[C:22]([N+:24]([O-:26])=[O:25])[CH:23]=1)[NH:20][CH:19]=[CH:18]2.S([O-])([O-])(=O)=S.[Na+].[Na+]. (4) Given the product [CH2:12]([NH:11][C:9]([NH:8][C:5]1[N:6]=[CH:7][C:2]([C:31]2[CH:32]=[N:33][CH:34]=[CH:35][CH:36]=2)=[C:3]([C:14]2[S:15][CH:16]=[C:17]([C:19]([F:22])([F:21])[F:20])[N:18]=2)[CH:4]=1)=[O:10])[CH3:13], predict the reactants needed to synthesize it. The reactants are: Br[C:2]1[C:3]([C:14]2[S:15][CH:16]=[C:17]([C:19]([F:22])([F:21])[F:20])[N:18]=2)=[CH:4][C:5]([NH:8][C:9]([NH:11][CH2:12][CH3:13])=[O:10])=[N:6][CH:7]=1.CC1(C)C(C)(C)OB([C:31]2[CH:32]=[N:33][CH:34]=[CH:35][CH:36]=2)O1.C(=O)([O-])[O-].[Cs+].[Cs+].